From a dataset of Full USPTO retrosynthesis dataset with 1.9M reactions from patents (1976-2016). Predict the reactants needed to synthesize the given product. (1) Given the product [CH:72]1[CH:73]([OH:74])[CH:75]=[CH:77][C:13]([C:20]([OH:22])=[O:21])([CH2:14][CH:67]([NH2:62])[C:68]([OH:70])=[O:69])[CH:11]=1, predict the reactants needed to synthesize it. The reactants are: CC1(C)S[C@@H]2[C@H](N[C:11]([CH:13]([C:20]([OH:22])=[O:21])[C:14]3C=CC=CC=3)=O)C(=O)N2[C@H]1C(O)=O.CC(S[C@@H]1O[C@H](CO)[C@H](O)[C@H](O)[C@H]1O)C.C(O)C(N)(CO)CO.Cl.C([N:62]([CH2:67][C:68]([OH:70])=[O:69])CC(O)=O)C[N:62](CC(O)=O)[CH2:67][C:68]([OH:70])=[O:69].S[CH2:72][C@H:73]([C@@H:75]([CH2:77]S)O)[OH:74].Cl.C(N)(=N)C1C=CC=CC=1.C(CCN)CCC(O)=O. (2) Given the product [C:22]([O:21][C:19]([N:16]1[CH2:17][CH2:18][CH:13]([NH:12][C:44](=[O:45])[CH2:43][C:40]2[CH:41]=[CH:42][C:37]([O:36][CH3:35])=[CH:38][CH:39]=2)[CH2:14][CH2:15]1)=[O:20])([CH3:25])([CH3:23])[CH3:24], predict the reactants needed to synthesize it. The reactants are: COC1C=C(C[NH:12][CH:13]2[CH2:18][CH2:17][N:16]([C:19]([O:21][C:22]([CH3:25])([CH3:24])[CH3:23])=[O:20])[CH2:15][CH2:14]2)C=CC=1OC.C(N(C(C)C)CC)(C)C.[CH3:35][O:36][C:37]1[CH:42]=[CH:41][C:40]([CH2:43][C:44](Cl)=[O:45])=[CH:39][CH:38]=1.O. (3) Given the product [Br:1][C:2]1[CH:3]=[CH:4][C:5]([OH:30])=[C:6]([CH:29]=1)[C:7]([NH:9][C:10]1[S:11][C:12]([C:26]([NH:35][CH3:39])=[O:27])=[C:13]([C:15]2[C:16]([F:25])=[C:17]([F:24])[C:18]([F:23])=[C:19]([F:22])[C:20]=2[F:21])[N:14]=1)=[O:8], predict the reactants needed to synthesize it. The reactants are: [Br:1][C:2]1[CH:3]=[CH:4][C:5]([OH:30])=[C:6]([CH:29]=1)[C:7]([NH:9][C:10]1[S:11][C:12]([C:26](O)=[O:27])=[C:13]([C:15]2[C:20]([F:21])=[C:19]([F:22])[C:18]([F:23])=[C:17]([F:24])[C:16]=2[F:25])[N:14]=1)=[O:8].CN.O.O[N:35]1[C:39]2C=CC=CC=2N=N1.CCN=C=NCCCN(C)C.Cl. (4) The reactants are: Br[C:2]1[CH:7]=[CH:6][C:5]([C:8]2[O:12][N:11]=[C:10]([CH3:13])[C:9]=2[CH2:14][C:15](=[O:24])[CH2:16][CH2:17][C:18]2[CH:23]=[CH:22][CH:21]=[CH:20][CH:19]=2)=[CH:4][CH:3]=1.[CH2:25]([O:27][C:28]([C:30]1([C:33]2[CH:38]=[CH:37][C:36](B3OC(C)(C)C(C)(C)O3)=[CH:35][CH:34]=2)[CH2:32][CH2:31]1)=[O:29])[CH3:26]. Given the product [CH2:25]([O:27][C:28]([C:30]1([C:33]2[CH:38]=[CH:37][C:36]([C:2]3[CH:7]=[CH:6][C:5]([C:8]4[O:12][N:11]=[C:10]([CH3:13])[C:9]=4[CH2:14][C:15](=[O:24])[CH2:16][CH2:17][C:18]4[CH:23]=[CH:22][CH:21]=[CH:20][CH:19]=4)=[CH:4][CH:3]=3)=[CH:35][CH:34]=2)[CH2:31][CH2:32]1)=[O:29])[CH3:26], predict the reactants needed to synthesize it. (5) Given the product [NH:13]1[C:14]2[CH:19]=[CH:18][CH:17]=[CH:16][C:15]=2[N:11]=[C:12]1[C@H:8]([NH:9][C:10]([NH:33][C:30]([C:27]1[CH:26]=[CH:25][C:24]([Cl:23])=[CH:29][CH:28]=1)([CH3:32])[CH3:31])=[O:20])[CH2:7][C:6]1[CH:21]=[CH:22][C:3]([O:2][CH3:1])=[CH:4][CH:5]=1, predict the reactants needed to synthesize it. The reactants are: [CH3:1][O:2][C:3]1[CH:22]=[CH:21][C:6]([CH2:7][C@@H:8]2[C:12]3=[N:13][C:14]4[CH:19]=[CH:18][CH:17]=[CH:16][C:15]=4[N:11]3[C:10](=[O:20])[NH:9]2)=[CH:5][CH:4]=1.[Cl:23][C:24]1[CH:29]=[CH:28][C:27]([C:30]([NH2:33])([CH3:32])[CH3:31])=[CH:26][CH:25]=1.C(O)(C(F)(F)F)=O. (6) Given the product [O:19]=[C:17]1[C:15]2[N:16]=[C:12]([C:9]3[C:8]([C:27]4[S:28][CH:29]=[C:30]([C:32]([F:34])([F:35])[F:33])[N:31]=4)=[CH:7][C:6]([NH:5][C:4]([NH:3][CH2:1][CH3:2])=[O:36])=[N:11][CH:10]=3)[S:13][C:14]=2[C:22](=[O:23])[NH:39][NH:38]1, predict the reactants needed to synthesize it. The reactants are: [CH2:1]([NH:3][C:4](=[O:36])[NH:5][C:6]1[N:11]=[CH:10][C:9]([C:12]2[S:13][C:14]([C:22](OCC)=[O:23])=[C:15]([C:17]([O:19]CC)=O)[N:16]=2)=[C:8]([C:27]2[S:28][CH:29]=[C:30]([C:32]([F:35])([F:34])[F:33])[N:31]=2)[CH:7]=1)[CH3:2].O.[NH2:38][NH2:39].O.NN.CO.Cl.C([O-])(O)=O.[Na+].